This data is from Forward reaction prediction with 1.9M reactions from USPTO patents (1976-2016). The task is: Predict the product of the given reaction. (1) Given the reactants [NH:1]1[C:5]2[CH:6]=[CH:7][CH:8]=[CH:9][C:4]=2[N:3]=[C:2]1[C:10]1[C:14]([NH2:15])=[CH:13][NH:12][N:11]=1.[C:16](Cl)(=[O:21])[C:17]([CH3:20])([CH3:19])[CH3:18].N1C2C=CC=CC=2N=C1C1C(NC(=O)C(C)C)=CNN=1, predict the reaction product. The product is: [NH:3]1[C:4]2[CH:9]=[CH:8][CH:7]=[CH:6][C:5]=2[N:1]=[C:2]1[C:10]1[C:14]([NH:15][C:16](=[O:21])[C:17]([CH3:20])([CH3:19])[CH3:18])=[CH:13][NH:12][N:11]=1. (2) Given the reactants [CH3:1][O:2][C:3]1[CH:8]=[C:7]([O:9][CH3:10])[CH:6]=[CH:5][C:4]=1[NH:11][C:12]1[CH:20]=[CH:19][CH:18]=[C:14]([C:15]([OH:17])=O)[C:13]=1[C:21]([OH:23])=O.Br.[NH2:25][C@@:26]1([CH3:34])[CH2:31][CH2:30][C:29](=[O:32])[NH:28][C:27]1=[O:33], predict the reaction product. The product is: [CH3:1][O:2][C:3]1[CH:8]=[C:7]([O:9][CH3:10])[CH:6]=[CH:5][C:4]=1[NH:11][C:12]1[CH:20]=[CH:19][CH:18]=[C:14]2[C:13]=1[C:21](=[O:23])[N:25]([C@@:26]1([CH3:34])[CH2:31][CH2:30][C:29](=[O:32])[NH:28][C:27]1=[O:33])[C:15]2=[O:17]. (3) Given the reactants [Br:1][C:2]1[CH:3]=[C:4]([CH:8]=[C:9]([Br:11])[CH:10]=1)[C:5]([OH:7])=[O:6].S(=O)(=O)(O)O.O.[CH:18]1[CH:23]=CC=C[CH:19]=1, predict the reaction product. The product is: [CH:18]([O:6][C:5](=[O:7])[C:4]1[CH:3]=[C:2]([Br:1])[CH:10]=[C:9]([Br:11])[CH:8]=1)([CH3:23])[CH3:19]. (4) Given the reactants [NH2:1][CH2:2][CH2:3][CH2:4][NH:5][C:6]1[N:11]=[CH:10][C:9]([C:12]#[C:13][C:14]2[CH:15]=[C:16]([NH:20][C:21]([NH:23][C:24]3[CH:28]=[C:27]([C:29]([CH3:32])([CH3:31])[CH3:30])[O:26][N:25]=3)=[O:22])[CH:17]=[CH:18][CH:19]=2)=[CH:8][N:7]=1.[Si]([O:40][CH2:41][CH:42]=O)(C(C)(C)C)(C)C.[BH4-].[Na+].CO, predict the reaction product. The product is: [C:29]([C:27]1[O:26][N:25]=[C:24]([NH:23][C:21]([NH:20][C:16]2[CH:17]=[CH:18][CH:19]=[C:14]([C:13]#[C:12][C:9]3[CH:8]=[N:7][C:6]([NH:5][CH2:4][CH2:3][CH2:2][NH:1][CH2:42][CH2:41][OH:40])=[N:11][CH:10]=3)[CH:15]=2)=[O:22])[CH:28]=1)([CH3:32])([CH3:31])[CH3:30].